The task is: Predict the product of the given reaction.. This data is from Forward reaction prediction with 1.9M reactions from USPTO patents (1976-2016). (1) Given the reactants [C:1]([O:5][C:6]([N:8]([CH3:36])[C@@H:9]([CH3:35])[C:10]([NH:12][C@@H:13]1[C:20](=[O:21])[N:19]2[C@H:22]([C:25]([O:27]CC3C=CC=CC=3)=[O:26])[CH2:23][CH2:24][C@@H:18]2[CH2:17][CH:16]=[CH:15][CH2:14]1)=[O:11])=[O:7])([CH3:4])([CH3:3])[CH3:2].[H][H], predict the reaction product. The product is: [C:1]([O:5][C:6]([N:8]([CH3:36])[C@@H:9]([CH3:35])[C:10]([NH:12][C@@H:13]1[C:20](=[O:21])[N:19]2[C@H:22]([C:25]([OH:27])=[O:26])[CH2:23][CH2:24][C@@H:18]2[CH2:17][CH2:16][CH2:15][CH2:14]1)=[O:11])=[O:7])([CH3:4])([CH3:3])[CH3:2]. (2) Given the reactants [Na].Cl.C([O:5][C:6]([CH:8]1[CH2:13][CH2:12][N:11]([CH2:14][C:15]2[CH:20]=[CH:19][CH:18]=[CH:17][CH:16]=2)[CH2:10][C:9]1=O)=O)C.C(O)(=O)C.[CH:26]([NH2:28])=[NH:27], predict the reaction product. The product is: [CH2:14]([N:11]1[CH2:12][CH2:13][C:8]2[C:6](=[O:5])[NH:28][CH:26]=[N:27][C:9]=2[CH2:10]1)[C:15]1[CH:20]=[CH:19][CH:18]=[CH:17][CH:16]=1.